This data is from Full USPTO retrosynthesis dataset with 1.9M reactions from patents (1976-2016). The task is: Predict the reactants needed to synthesize the given product. (1) Given the product [OH:9][C:10]1([CH3:5])[CH2:13][N:12]([C:14]([O:16][C:17]([CH3:20])([CH3:19])[CH3:18])=[O:15])[CH2:11]1, predict the reactants needed to synthesize it. The reactants are: C[Mg]Br.O1CCC[CH2:5]1.[O:9]=[C:10]1[CH2:13][N:12]([C:14]([O:16][C:17]([CH3:20])([CH3:19])[CH3:18])=[O:15])[CH2:11]1.[Cl-].[NH4+]. (2) Given the product [OH:29][C:23]1([C:4]2[CH:12]=[C:11]3[C:7]([CH:8]=[CH:9][NH:10]3)=[CH:6][CH:5]=2)[CH2:24][CH:25]2[N:20]([CH2:28][CH2:27][CH2:26]2)[CH2:21][CH2:22]1, predict the reactants needed to synthesize it. The reactants are: [H-].[K+].Br[C:4]1[CH:12]=[C:11]2[C:7]([CH:8]=[CH:9][NH:10]2)=[CH:6][CH:5]=1.[H][H].[Li]C(C)(C)C.[N:20]12[CH2:28][CH2:27][CH2:26][CH:25]1[CH2:24][C:23](=[O:29])[CH2:22][CH2:21]2. (3) Given the product [N:27]1([C:2]2[N:3]=[CH:4][C:5]([NH:8][C:9](=[O:26])[CH:10]([NH:14][C:15](=[O:25])[CH2:16][C:17]3[CH:18]=[C:19]([N:27]4[CH2:31][CH2:30][CH2:29][CH2:28]4)[CH:20]=[C:21]([F:23])[CH:22]=3)[CH2:11][CH2:12][CH3:13])=[N:6][CH:7]=2)[CH2:31][CH2:30][CH2:29][CH2:28]1, predict the reactants needed to synthesize it. The reactants are: Br[C:2]1[N:3]=[CH:4][C:5]([NH:8][C:9](=[O:26])[CH:10]([NH:14][C:15](=[O:25])[CH2:16][C:17]2[CH:22]=[C:21]([F:23])[CH:20]=[C:19](F)[CH:18]=2)[CH2:11][CH2:12][CH3:13])=[N:6][CH:7]=1.[NH:27]1[CH2:31][CH2:30][CH2:29][CH2:28]1. (4) Given the product [Cl:11][C:9]1[CH:8]=[CH:7][C:4]([C:5]#[N:6])=[CH:3][C:2]=1[N:1]=[N:12][C:28]1[CH:29]=[C:24]([C:17]([CH3:16])([CH3:23])[CH2:18][C:19]([CH3:20])([CH3:21])[CH3:22])[CH:25]=[C:26]([C:31]([CH3:32])([C:34]2[CH:35]=[CH:36][CH:37]=[CH:38][CH:39]=2)[CH3:33])[C:27]=1[OH:30], predict the reactants needed to synthesize it. The reactants are: [NH2:1][C:2]1[C:3](Cl)=[C:4]([CH:7]=[CH:8][CH:9]=1)[C:5]#[N:6].[ClH:11].[N:12]([O-])=O.[Na+].[CH3:16][C:17]([C:24]1[CH:29]=[CH:28][C:27]([OH:30])=[C:26]([C:31]([C:34]2[CH:39]=[CH:38][CH:37]=[CH:36][CH:35]=2)([CH3:33])[CH3:32])[CH:25]=1)([CH3:23])[CH2:18][C:19]([CH3:22])([CH3:21])[CH3:20]. (5) Given the product [NH2:22][C:21]1[CH:20]=[C:19]([Cl:18])[C:25]([Cl:26])=[CH:24][C:23]=1[C:9]([C:11]1[CH:16]=[CH:15][CH:14]=[CH:13][C:12]=1[F:17])=[O:10], predict the reactants needed to synthesize it. The reactants are: NC1C(C)=CC=CC=1[C:9]([C:11]1[CH:16]=[CH:15][CH:14]=[CH:13][C:12]=1[F:17])=[O:10].[Cl:18][C:19]1[CH:20]=[C:21]([CH:23]=[CH:24][C:25]=1[Cl:26])[NH2:22].FC1C=CC=CC=1C#N. (6) Given the product [Cl:23][C:4]1[CH:3]=[C:2]([NH:1][C:31]([NH:30][C:24]2[CH:29]=[CH:28][CH:27]=[CH:26][CH:25]=2)=[O:32])[CH:22]=[CH:21][C:5]=1[CH2:6][N:7]1[C:11]2=[N:12][C:13]([C:16]([O:18][CH3:19])=[O:17])=[CH:14][CH:15]=[C:10]2[N:9]=[C:8]1[CH3:20], predict the reactants needed to synthesize it. The reactants are: [NH2:1][C:2]1[CH:22]=[CH:21][C:5]([CH2:6][N:7]2[C:11]3=[N:12][C:13]([C:16]([O:18][CH3:19])=[O:17])=[CH:14][CH:15]=[C:10]3[N:9]=[C:8]2[CH3:20])=[C:4]([Cl:23])[CH:3]=1.[C:24]1([N:30]=[C:31]=[O:32])[CH:29]=[CH:28][CH:27]=[CH:26][CH:25]=1. (7) Given the product [Br:11][C:6]1[C:7]([NH2:10])=[N:8][CH:9]=[C:4]([CH:1]2[CH2:3][CH2:2]2)[CH:5]=1, predict the reactants needed to synthesize it. The reactants are: [CH:1]1([C:4]2[CH:5]=[CH:6][C:7]([NH2:10])=[N:8][CH:9]=2)[CH2:3][CH2:2]1.[Br:11]Br.S([O-])([O-])(=O)=S.[Na+].[Na+]. (8) The reactants are: C(OC([NH:8][C@@H:9]([CH2:20][CH2:21][O:22][CH:23]([F:25])[F:24])[C:10]([O:12][CH2:13][C:14]1[CH:19]=[CH:18][CH:17]=[CH:16][CH:15]=1)=[O:11])=O)(C)(C)C. Given the product [NH2:8][C@@H:9]([CH2:20][CH2:21][O:22][CH:23]([F:24])[F:25])[C:10]([O:12][CH2:13][C:14]1[CH:19]=[CH:18][CH:17]=[CH:16][CH:15]=1)=[O:11], predict the reactants needed to synthesize it. (9) Given the product [ClH:36].[C:34]([C:11]1([NH:14][C:15]([CH:16]([NH:24][C:25]([N:27]2[CH2:32][CH2:31][O:30][CH2:29][CH2:28]2)=[O:26])[CH2:17][CH:18]2[CH2:19][CH2:20][CH2:21][CH2:22][CH2:23]2)=[O:33])[CH2:10][CH2:9][NH:8][CH2:13][CH2:12]1)#[N:35], predict the reactants needed to synthesize it. The reactants are: C(OC([N:8]1[CH2:13][CH2:12][C:11]([C:34]#[N:35])([NH:14][C:15](=[O:33])[CH:16]([NH:24][C:25]([N:27]2[CH2:32][CH2:31][O:30][CH2:29][CH2:28]2)=[O:26])[CH2:17][CH:18]2[CH2:23][CH2:22][CH2:21][CH2:20][CH2:19]2)[CH2:10][CH2:9]1)=O)(C)(C)C.[ClH:36].